Dataset: Forward reaction prediction with 1.9M reactions from USPTO patents (1976-2016). Task: Predict the product of the given reaction. (1) The product is: [CH2:1]([O:3][C:4](=[S:5])[NH:7][C:8]1[CH:13]=[C:12]([C:14]([F:16])([F:17])[F:15])[CH:11]=[C:10]([NH:18][C:19]2[N:28]=[CH:27][C:26]3[N:25]([CH3:29])[C:24](=[O:30])[CH2:23][N:22]([CH:31]([CH3:33])[CH3:32])[C:21]=3[N:20]=2)[CH:9]=1)[CH3:2]. Given the reactants [CH2:1]([O:3][C:4](Cl)=[S:5])[CH3:2].[NH2:7][C:8]1[CH:9]=[C:10]([NH:18][C:19]2[N:28]=[CH:27][C:26]3[N:25]([CH3:29])[C:24](=[O:30])[CH2:23][N:22]([CH:31]([CH3:33])[CH3:32])[C:21]=3[N:20]=2)[CH:11]=[C:12]([C:14]([F:17])([F:16])[F:15])[CH:13]=1.O, predict the reaction product. (2) Given the reactants [F:1][C:2]1[CH:29]=[CH:28][C:5]([CH2:6][NH:7][C:8]([C:10]2([CH2:23][CH2:24][CH2:25][CH2:26]Br)[C:22]3[CH:21]=[CH:20][CH:19]=[CH:18][C:17]=3[C:16]3[C:11]2=[CH:12][CH:13]=[CH:14][CH:15]=3)=[O:9])=[CH:4][CH:3]=1.[Cl:30][C:31]1[CH:40]=[CH:39][CH:38]=[C:37]2[C:32]=1[CH:33]=[CH:34][C:35]([N:41]1[CH2:46][CH2:45][NH:44][CH2:43][CH2:42]1)=[N:36]2, predict the reaction product. The product is: [F:1][C:2]1[CH:29]=[CH:28][C:5]([CH2:6][NH:7][C:8]([C:10]2([CH2:23][CH2:24][CH2:25][CH2:26][N:44]3[CH2:45][CH2:46][N:41]([C:35]4[CH:34]=[CH:33][C:32]5[C:37](=[CH:38][CH:39]=[CH:40][C:31]=5[Cl:30])[N:36]=4)[CH2:42][CH2:43]3)[C:22]3[CH:21]=[CH:20][CH:19]=[CH:18][C:17]=3[C:16]3[C:11]2=[CH:12][CH:13]=[CH:14][CH:15]=3)=[O:9])=[CH:4][CH:3]=1. (3) The product is: [CH2:1]([O:8][C:9]1[CH:17]=[C:16]([O:18][CH2:19][C:20]2[CH:25]=[CH:24][CH:23]=[CH:22][CH:21]=2)[C:15]([CH:26]([CH3:28])[CH3:27])=[CH:14][C:10]=1[C:11]([Cl:32])=[O:12])[C:2]1[CH:7]=[CH:6][CH:5]=[CH:4][CH:3]=1. Given the reactants [CH2:1]([O:8][C:9]1[CH:17]=[C:16]([O:18][CH2:19][C:20]2[CH:25]=[CH:24][CH:23]=[CH:22][CH:21]=2)[C:15]([CH:26]([CH3:28])[CH3:27])=[CH:14][C:10]=1[C:11](O)=[O:12])[C:2]1[CH:7]=[CH:6][CH:5]=[CH:4][CH:3]=1.C(Cl)(=O)C([Cl:32])=O.CN(C=O)C, predict the reaction product. (4) Given the reactants [Cl:1][C:2]1[N:10]=[C:9]2[C:5]([N:6]=[CH:7][N:8]2[CH:11]2[CH2:16][CH2:15][CH2:14][CH2:13][O:12]2)=[C:4]([N:17]2[CH2:22][CH2:21][O:20][CH2:19][CH2:18]2)[N:3]=1.C([Li])CCC.[CH3:28][C:29]([CH3:31])=[O:30], predict the reaction product. The product is: [Cl:1][C:2]1[N:10]=[C:9]2[C:5]([N:6]=[C:7]([C:29]([OH:30])([CH3:31])[CH3:28])[N:8]2[CH:11]2[CH2:16][CH2:15][CH2:14][CH2:13][O:12]2)=[C:4]([N:17]2[CH2:22][CH2:21][O:20][CH2:19][CH2:18]2)[N:3]=1. (5) The product is: [Br:1][C:2]1[CH:7]=[CH:6][CH:5]=[CH:4][C:3]=1[S:8]([NH:19][C:15]([CH3:18])([CH3:17])[CH3:16])(=[O:10])=[O:9]. Given the reactants [Br:1][C:2]1[CH:7]=[CH:6][CH:5]=[CH:4][C:3]=1[S:8](Cl)(=[O:10])=[O:9].C(Cl)Cl.[C:15]([NH2:19])([CH3:18])([CH3:17])[CH3:16].CCN(C(C)C)C(C)C, predict the reaction product. (6) Given the reactants [CH3:1][O:2][C:3]1[CH:4]=[C:5]2[C:10](=[CH:11][C:12]=1[O:13][CH3:14])[N:9]=[CH:8][CH:7]=[C:6]2[O:15][C:16]1[CH:22]=[CH:21][C:19]([NH2:20])=[CH:18][CH:17]=1.C(N(CC)CC)C.Cl[C:31](Cl)([O:33]C(=O)OC(Cl)(Cl)Cl)Cl.[CH3:42][O:43][C:44]1[CH:45]=[C:46]([C@@H:50]([NH2:52])[CH3:51])[CH:47]=[CH:48][CH:49]=1, predict the reaction product. The product is: [CH3:1][O:2][C:3]1[CH:4]=[C:5]2[C:10](=[CH:11][C:12]=1[O:13][CH3:14])[N:9]=[CH:8][CH:7]=[C:6]2[O:15][C:16]1[CH:22]=[CH:21][C:19]([NH:20][C:31]([NH:52][C@H:50]([C:46]2[CH:47]=[CH:48][CH:49]=[C:44]([O:43][CH3:42])[CH:45]=2)[CH3:51])=[O:33])=[CH:18][CH:17]=1.